Dataset: Catalyst prediction with 721,799 reactions and 888 catalyst types from USPTO. Task: Predict which catalyst facilitates the given reaction. (1) Reactant: C1(C2(CO)CCCN2C2C=CC=CC=2)C=CC=CC=1.[N+](C1C=CC=CC=1C(O)=O)([O-])=O.[OH:32][C:33]1[CH:40]=[CH:39][CH:38]=[CH:37][C:34]=1[CH:35]=O.[CH2:41]([O:43][C:44](=[O:49])/[CH:45]=[CH:46]/[CH:47]=[O:48])[CH3:42]. Product: [CH2:41]([O:43][C:44]([CH:45]1[C:46]([CH:47]=[O:48])=[CH:35][C:34]2[C:33](=[CH:40][CH:39]=[CH:38][CH:37]=2)[O:32]1)=[O:49])[CH3:42]. The catalyst class is: 11. (2) Reactant: [Cl-].[Al+3].[Cl-].[Cl-].[NH:5]1[C:13]2[C:8](=[CH:9][CH:10]=[CH:11][N:12]=2)[CH:7]=[CH:6]1.Cl[C:15](=[O:20])[C:16]([O:18][CH3:19])=[O:17].CO. Product: [O:20]=[C:15]([C:7]1[C:8]2[C:13](=[N:12][CH:11]=[CH:10][CH:9]=2)[NH:5][CH:6]=1)[C:16]([O:18][CH3:19])=[O:17]. The catalyst class is: 2. (3) Reactant: [H-].[Na+].C1COCC1.N1CCCC1.Br[C:14]([F:32])([F:31])[C:15]([C:17]1[CH:21]=[C:20]([CH3:22])[N:19]([C:23]2[CH:28]=[CH:27][C:26]([Cl:29])=[CH:25][CH:24]=2)[C:18]=1[CH3:30])=[O:16]. Product: [Cl:29][C:26]1[CH:25]=[CH:24][C:23]([N:19]2[C:20]([CH3:22])=[CH:21][C:17]([C:15](=[O:16])[CH:14]([F:31])[F:32])=[C:18]2[CH3:30])=[CH:28][CH:27]=1. The catalyst class is: 161. (4) Reactant: CCN(C(C)C)C(C)C.CN(C(ON1N=NC2C=CC=NC1=2)=[N+](C)C)C.F[P-](F)(F)(F)(F)F.[Cl:34][C:35]1[CH:36]=[C:37]([CH:40]=[C:41]([O:43][C:44]2[C:49]([Cl:50])=[CH:48][CH:47]=[C:46]([CH2:51][NH:52][CH2:53][CH3:54])[C:45]=2[F:55])[CH:42]=1)[C:38]#[N:39].[NH:56]1[CH:60]=[CH:59][CH:58]=[C:57]1[C:61]([OH:63])=O.C([O-])(O)=O.[Na+]. Product: [Cl:50][C:49]1[CH:48]=[CH:47][C:46]([CH2:51][N:52]([CH2:53][CH3:54])[C:61]([C:57]2[NH:56][CH:60]=[CH:59][CH:58]=2)=[O:63])=[C:45]([F:55])[C:44]=1[O:43][C:41]1[CH:40]=[C:37]([C:38]#[N:39])[CH:36]=[C:35]([Cl:34])[CH:42]=1. The catalyst class is: 399. (5) Reactant: [CH2:1]([O:8][CH2:9][CH2:10][C@@H:11]([C:20](OC)=[O:21])[NH:12][C:13]([O:15][C:16]([CH3:19])([CH3:18])[CH3:17])=[O:14])[C:2]1[CH:7]=[CH:6][CH:5]=[CH:4][CH:3]=1.[BH4-].[Na+].C(=O)([O-])[O-].[K+].[K+]. Product: [CH2:1]([O:8][CH2:9][CH2:10][CH:11]([NH:12][C:13](=[O:14])[O:15][C:16]([CH3:18])([CH3:17])[CH3:19])[CH2:20][OH:21])[C:2]1[CH:3]=[CH:4][CH:5]=[CH:6][CH:7]=1. The catalyst class is: 8. (6) The catalyst class is: 2. Product: [CH2:25]([O:24][C:22]([C:20]1[S:21][C:17]([CH2:16][CH2:15][CH2:14][CH2:13][N:11]2[CH:12]=[C:8]([C:6]([OH:7])=[O:5])[N:9]=[N:10]2)=[N:18][N:19]=1)=[O:23])[CH3:26]. Reactant: C([O:5][C:6]([C:8]1[N:9]=[N:10][N:11]([CH2:13][CH2:14][CH2:15][CH2:16][C:17]2[S:21][C:20]([C:22]([O:24][CH2:25][CH3:26])=[O:23])=[N:19][N:18]=2)[CH:12]=1)=[O:7])(C)(C)C.C(O)(C(F)(F)F)=O. (7) Reactant: [Si:1]([O:8][CH2:9][C@H:10]1[C@H:15]([OH:16])[CH:14]=[CH:13][CH2:12][O:11]1)([C:4]([CH3:7])([CH3:6])[CH3:5])([CH3:3])[CH3:2].C1C=C(Cl)C=C(C(OO)=[O:25])C=1.CSC. Product: [Si:1]([O:8][CH2:9][CH:10]1[CH:15]([OH:16])[CH:14]2[CH:13]([O:25]2)[CH2:12][O:11]1)([C:4]([CH3:7])([CH3:6])[CH3:5])([CH3:3])[CH3:2]. The catalyst class is: 2.